From a dataset of CYP2C9 inhibition data for predicting drug metabolism from PubChem BioAssay. Regression/Classification. Given a drug SMILES string, predict its absorption, distribution, metabolism, or excretion properties. Task type varies by dataset: regression for continuous measurements (e.g., permeability, clearance, half-life) or binary classification for categorical outcomes (e.g., BBB penetration, CYP inhibition). Dataset: cyp2c9_veith. The compound is O=C1c2ccccc2-c2ccc(N=[N+]([O-])c3ccc4c(c3)C(=O)c3ccccc3-4)cc21. The result is 0 (non-inhibitor).